Dataset: Forward reaction prediction with 1.9M reactions from USPTO patents (1976-2016). Task: Predict the product of the given reaction. (1) Given the reactants [N:1]1[CH:6]=[CH:5][CH:4]=[CH:3][C:2]=1[CH2:7][CH2:8][N:9]1[CH2:14][CH2:13][N:12]([C:15]2[C:23]3[O:22][C:21]([C:24]([O-])=[O:25])=[CH:20][C:19]=3[CH:18]=[CH:17][CH:16]=2)[CH2:11][CH2:10]1.[Li+].Cl.[CH3:29][NH2:30], predict the reaction product. The product is: [CH3:29][NH:30][C:24]([C:21]1[O:22][C:23]2[C:15]([N:12]3[CH2:13][CH2:14][N:9]([CH2:8][CH2:7][C:2]4[CH:3]=[CH:4][CH:5]=[CH:6][N:1]=4)[CH2:10][CH2:11]3)=[CH:16][CH:17]=[CH:18][C:19]=2[CH:20]=1)=[O:25]. (2) Given the reactants [CH3:1][C:2]([C:13]1[CH:18]=[CH:17][C:16]([N+:19]([O-])=O)=[CH:15][CH:14]=1)([CH3:12])[CH2:3][NH:4][C:5](=[O:11])[O:6][C:7]([CH3:10])([CH3:9])[CH3:8].C([O-])=O.[NH4+], predict the reaction product. The product is: [CH3:12][C:2]([C:13]1[CH:18]=[CH:17][C:16]([NH2:19])=[CH:15][CH:14]=1)([CH3:1])[CH2:3][NH:4][C:5](=[O:11])[O:6][C:7]([CH3:8])([CH3:9])[CH3:10].